This data is from Catalyst prediction with 721,799 reactions and 888 catalyst types from USPTO. The task is: Predict which catalyst facilitates the given reaction. (1) Reactant: [OH:1][C:2]1[CH:9]=[CH:8][C:5]([CH:6]=[O:7])=[CH:4][C:3]=1[CH3:10].C([O-])([O-])=O.[K+].[K+].[O:17]1[CH2:21][CH2:20]OC1=O. Product: [CH3:10][C:3]1[CH:4]=[C:5]([CH:8]=[CH:9][C:2]=1[O:1][CH2:20][CH2:21][OH:17])[CH:6]=[O:7]. The catalyst class is: 3. (2) Reactant: [C:1]([N:5]1[C:9]([C:10]2[CH:15]=[CH:14][CH:13]=[CH:12][CH:11]=2)=[CH:8][C:7]([CH:16]=[N:17]O)=[N:6]1)([CH3:4])([CH3:3])[CH3:2].[H-].[Al+3].[Li+].[H-].[H-].[H-].CCCCCC.CCOC(C)=O. Product: [C:1]([N:5]1[C:9]([C:10]2[CH:11]=[CH:12][CH:13]=[CH:14][CH:15]=2)=[CH:8][C:7]([CH2:16][NH2:17])=[N:6]1)([CH3:4])([CH3:3])[CH3:2]. The catalyst class is: 7. (3) Reactant: [CH3:1][O-:2].[Na+].Br[C:5]1[N:6]([CH3:26])[C:7]([C:16]2[S:17][C:18]3[N:19]=[CH:20][N:21]=[C:22]([NH2:25])[C:23]=3[N:24]=2)=[C:8]([C:10]2[CH:15]=[CH:14][CH:13]=[CH:12][CH:11]=2)[N:9]=1. Product: [CH3:1][O:2][C:5]1[N:6]([CH3:26])[C:7]([C:16]2[S:17][C:18]3[N:19]=[CH:20][N:21]=[C:22]([NH2:25])[C:23]=3[N:24]=2)=[C:8]([C:10]2[CH:15]=[CH:14][CH:13]=[CH:12][CH:11]=2)[N:9]=1. The catalyst class is: 5. (4) Reactant: Cl[C:2]1[C:7]([CH2:8][CH2:9][CH2:10][NH:11][C@@H:12]2[C@H:16]([CH2:17][CH3:18])[CH2:15][C@H:14]([NH:19][S:20]([CH:23]3[CH2:25][CH2:24]3)(=[O:22])=[O:21])[CH2:13]2)=[CH:6][N:5]=[C:4]2[N:26]([S:29]([C:32]3[CH:38]=[CH:37][C:35]([CH3:36])=[CH:34][CH:33]=3)(=[O:31])=[O:30])[CH:27]=[CH:28][C:3]=12.CCN(C(C)C)C(C)C.[I-].[K+]. Product: [CH2:17]([C@H:16]1[C@@H:12]([N:11]2[C:2]3[C:7](=[CH:6][N:5]=[C:4]4[N:26]([S:29]([C:32]5[CH:38]=[CH:37][C:35]([CH3:36])=[CH:34][CH:33]=5)(=[O:31])=[O:30])[CH:27]=[CH:28][C:3]4=3)[CH2:8][CH2:9][CH2:10]2)[CH2:13][C@@H:14]([NH:19][S:20]([CH:23]2[CH2:25][CH2:24]2)(=[O:22])=[O:21])[CH2:15]1)[CH3:18]. The catalyst class is: 259. (5) Reactant: [N+:1]([C:4]1[C:5]([OH:14])=[C:6]([O:12][CH3:13])[CH:7]=[C:8]([CH:11]=1)[CH:9]=[O:10])([O-:3])=[O:2].C([O-])([O-])=O.[K+].[K+].Br[CH2:22][CH3:23].O. Product: [CH2:22]([O:14][C:5]1[C:4]([N+:1]([O-:3])=[O:2])=[CH:11][C:8]([CH:9]=[O:10])=[CH:7][C:6]=1[O:12][CH3:13])[CH3:23]. The catalyst class is: 3. (6) Reactant: [CH3:1][N:2]1[CH:6]=[C:5]([C:7]2[CH:12]=[C:11]([O:13][C:14]3[CH:36]=[CH:35][C:17]4[N:18]=[C:19]([NH:21][C@H:22]5[CH2:27][CH2:26][CH2:25][N:24](C(OC(C)(C)C)=O)[CH2:23]5)[S:20][C:16]=4[CH:15]=3)[CH:10]=[CH:9][N:8]=2)[CH:4]=[N:3]1.O1CCOCC1. Product: [CH3:1][N:2]1[CH:6]=[C:5]([C:7]2[CH:12]=[C:11]([O:13][C:14]3[CH:36]=[CH:35][C:17]4[N:18]=[C:19]([NH:21][C@H:22]5[CH2:27][CH2:26][CH2:25][NH:24][CH2:23]5)[S:20][C:16]=4[CH:15]=3)[CH:10]=[CH:9][N:8]=2)[CH:4]=[N:3]1. The catalyst class is: 33. (7) Reactant: C([O:8][N:9]1[C:15](=[O:16])[N:14]2[CH2:17][C@H:10]1[CH2:11][CH2:12][C@H:13]2[C:18]([NH:20][O:21][CH2:22][C:23]1[N:27]([CH3:28])[CH:26]=[N:25][CH:24]=1)=[O:19])C1C=CC=CC=1. Product: [OH:8][N:9]1[C:15](=[O:16])[N:14]2[CH2:17][C@H:10]1[CH2:11][CH2:12][C@H:13]2[C:18]([NH:20][O:21][CH2:22][C:23]1[N:27]([CH3:28])[CH:26]=[N:25][CH:24]=1)=[O:19]. The catalyst class is: 19.